Dataset: Peptide-MHC class II binding affinity with 134,281 pairs from IEDB. Task: Regression. Given a peptide amino acid sequence and an MHC pseudo amino acid sequence, predict their binding affinity value. This is MHC class II binding data. (1) The peptide sequence is DQIKCFEKFIEPKVK. The MHC is DRB1_0101 with pseudo-sequence DRB1_0101. The binding affinity (normalized) is 0.383. (2) The binding affinity (normalized) is 0.361. The peptide sequence is TLMGRYTHYKSRNLN. The MHC is DRB4_0101 with pseudo-sequence DRB4_0103. (3) The peptide sequence is GMNPSHCNEMSWIQS. The MHC is HLA-DQA10501-DQB10301 with pseudo-sequence HLA-DQA10501-DQB10301. The binding affinity (normalized) is 0.182. (4) The peptide sequence is KPLLIIAEDVEGEY. The MHC is HLA-DPA10201-DPB10501 with pseudo-sequence HLA-DPA10201-DPB10501. The binding affinity (normalized) is 0.208. (5) The peptide sequence is NLTNLLSARKLDSSK. The MHC is DRB1_0404 with pseudo-sequence DRB1_0404. The binding affinity (normalized) is 0.572. (6) The peptide sequence is IDGKSRKECPFSNRV. The MHC is DRB1_1101 with pseudo-sequence DRB1_1101. The binding affinity (normalized) is 0.322. (7) The peptide sequence is ETADELAALLAAVQA. The MHC is DRB1_0405 with pseudo-sequence DRB1_0405. The binding affinity (normalized) is 0.283.